This data is from Forward reaction prediction with 1.9M reactions from USPTO patents (1976-2016). The task is: Predict the product of the given reaction. (1) The product is: [C:19]([C:16]1[CH2:17][CH2:18][N:13]([S:10]([CH2:9][C@@:2]2([CH3:1])[NH:6][C:5](=[O:7])[NH:4][C:3]2=[O:8])(=[O:12])=[O:11])[CH2:14][CH:15]=1)#[CH:20]. Given the reactants [CH3:1][C@:2]1([CH2:9][S:10]([N:13]2[CH2:18][CH:17]=[C:16]([C:19]#[C:20][Si](C)(C)C)[CH2:15][CH2:14]2)(=[O:12])=[O:11])[NH:6][C:5](=[O:7])[NH:4][C:3]1=[O:8].[F-].[K+], predict the reaction product. (2) Given the reactants [C:1]([C@@H:4]([NH:12][C:13](=[O:22])[O:14]CC1C=CN=CC=1)[CH2:5][C:6]1[CH:11]=[CH:10][CH:9]=[CH:8][CH:7]=1)([OH:3])=O.CCN(C(C)C)C(C)C.CN(C(ON1N=NC2C=CC=CC1=2)=[N+](C)C)C.[B-](F)(F)(F)F.[CH2:54]([NH2:60])[C@@H:55]1[O:59][CH2:58][CH2:57][CH2:56]1.[ClH:61].CCOCC, predict the reaction product. The product is: [ClH:61].[CH2:5]([C@H:4]([NH:12][C:13](=[O:22])[OH:14])[C:1](=[O:3])[NH:60][CH2:54][C@H:55]1[CH2:56][CH2:57][CH2:58][O:59]1)[C:6]1[CH:7]=[CH:8][CH:9]=[CH:10][CH:11]=1. (3) The product is: [Cl:13][C:14]1[S:15][C:16]([Cl:49])=[C:17]([CH:34]([C:42]2[CH:47]=[CH:46][CH:45]=[C:44]([Cl:48])[CH:43]=2)[OH:35])[C:18]=1[C:19]([NH:21][C@H:22]([C:24]1[CH:25]=[CH:26][C:27]([C:28]([O:30][CH3:31])=[O:29])=[CH:32][CH:33]=1)[CH3:23])=[O:20]. Given the reactants O.C1(C)C=CC(S(O)(=O)=O)=CC=1.[Cl:13][C:14]1[S:15][C:16]([Cl:49])=[C:17]([CH:34]([C:42]2[CH:47]=[CH:46][CH:45]=[C:44]([Cl:48])[CH:43]=2)[O:35]C2CCCCO2)[C:18]=1[C:19]([NH:21][C@H:22]([C:24]1[CH:33]=[CH:32][C:27]([C:28]([O:30][CH3:31])=[O:29])=[CH:26][CH:25]=1)[CH3:23])=[O:20], predict the reaction product. (4) Given the reactants [CH3:1][O:2][C:3](=[O:11])[C:4]1[CH:9]=[CH:8][C:7]([NH2:10])=[CH:6][CH:5]=1.[Cl:12][C:13]1[CH:14]=[C:15]([CH:18]=[CH:19][C:20]=1[F:21])[CH:16]=O.[CH2:22]=[C:23]([CH3:25])[CH3:24].FC(F)(F)S([O-])(=O)=O.[Yb+3].FC(F)(F)S([O-])(=O)=O.FC(F)(F)S([O-])(=O)=O, predict the reaction product. The product is: [CH3:1][O:2][C:3]([C:4]1[CH:5]=[C:6]2[C:7](=[CH:8][CH:9]=1)[NH:10][CH:16]([C:15]1[CH:18]=[CH:19][C:20]([F:21])=[C:13]([Cl:12])[CH:14]=1)[CH2:22][C:23]2([CH3:25])[CH3:24])=[O:11].